Task: Predict the reactants needed to synthesize the given product.. Dataset: Full USPTO retrosynthesis dataset with 1.9M reactions from patents (1976-2016) (1) Given the product [CH3:7][C:8]1[CH:14]=[C:13]([S:1][C:2]#[N:3])[CH:12]=[C:11]([O:15][C:16]2[CH:21]=[CH:20][C:19]([S:22]([CH3:25])(=[O:24])=[O:23])=[CH:18][CH:17]=2)[C:9]=1[NH2:10], predict the reactants needed to synthesize it. The reactants are: [S-:1][C:2]#[N:3].[Na+].BrBr.[CH3:7][C:8]1[CH:14]=[CH:13][CH:12]=[C:11]([O:15][C:16]2[CH:21]=[CH:20][C:19]([S:22]([CH3:25])(=[O:24])=[O:23])=[CH:18][CH:17]=2)[C:9]=1[NH2:10]. (2) Given the product [Cl:1][C:2]1[CH:3]=[CH:4][C:5]([F:14])=[C:6]([C:8]#[CH:9])[CH:7]=1, predict the reactants needed to synthesize it. The reactants are: [Cl:1][C:2]1[CH:3]=[CH:4][C:5]([F:14])=[C:6]([C:8]#[C:9][Si](C)(C)C)[CH:7]=1.C(=O)([O-])[O-].[K+].[K+].